Dataset: Reaction yield outcomes from USPTO patents with 853,638 reactions. Task: Predict the reaction yield, written as a fraction of the theoretical maximum amount of product (1.0 means a 100% yield; for example, 0.34 means a 34% yield). (1) The reactants are Br[C:2]1[CH:3]=[C:4]2[C:8](=[CH:9][CH:10]=1)[NH:7][C:6](=[O:11])[C:5]2([CH3:13])[CH3:12].[Cl:14][C:15]1[CH:16]=[C:17](B(O)O)[CH:18]=[CH:19][CH:20]=1.C(=O)([O-])[O-].[K+].[K+]. The catalyst is C(COC)OC.O.[Cl-].[NH4+].C1C=CC([P]([Pd]([P](C2C=CC=CC=2)(C2C=CC=CC=2)C2C=CC=CC=2)([P](C2C=CC=CC=2)(C2C=CC=CC=2)C2C=CC=CC=2)[P](C2C=CC=CC=2)(C2C=CC=CC=2)C2C=CC=CC=2)(C2C=CC=CC=2)C2C=CC=CC=2)=CC=1. The product is [Cl:14][C:15]1[CH:20]=[C:19]([C:2]2[CH:3]=[C:4]3[C:8](=[CH:9][CH:10]=2)[NH:7][C:6](=[O:11])[C:5]3([CH3:13])[CH3:12])[CH:18]=[CH:17][CH:16]=1. The yield is 0.250. (2) The reactants are [NH:1]1[CH:14]2[CH:5]([CH2:6][CH2:7][C:8]3[C:13]2=[N:12][CH:11]=[CH:10][CH:9]=3)[CH2:4][CH2:3][CH2:2]1.C(=O)([O-])[O-].[K+].[K+].Cl[CH2:22][C:23]1[N:27]([C:28]([O:30][C:31]([CH3:34])([CH3:33])[CH3:32])=[O:29])[C:26]2[CH:35]=[CH:36][CH:37]=[CH:38][C:25]=2[N:24]=1.[I-].[K+]. The catalyst is C(#N)C. The product is [N:12]1([CH2:22][C:23]2[N:27]([C:28]([O:30][C:31]([CH3:34])([CH3:32])[CH3:33])=[O:29])[C:26]3[CH:35]=[CH:36][CH:37]=[CH:38][C:25]=3[N:24]=2)[C@H:13]2[C@@H:8]([CH2:7][CH2:6][C:5]3[C:14]2=[N:1][CH:2]=[CH:3][CH:4]=3)[CH2:9][CH2:10][CH2:11]1.[N:12]1([CH2:22][C:23]2[N:27]([C:28]([O:30][C:31]([CH3:34])([CH3:32])[CH3:33])=[O:29])[C:26]3[CH:35]=[CH:36][CH:37]=[CH:38][C:25]=3[N:24]=2)[C@@H:13]2[C@@H:8]([CH2:7][CH2:6][C:5]3[C:14]2=[N:1][CH:2]=[CH:3][CH:4]=3)[CH2:9][CH2:10][CH2:11]1. The yield is 0.270. (3) The reactants are CS(C)=O.C(Cl)(=O)C(Cl)=O.[CH2:11]([O:14][C@@H:15]1[C@@H:23]([C@@H:24]([OH:26])[CH3:25])[O:22][C@H:21]2[C@H:17]([N:18]=[C:19]([N:27]([CH3:35])[C:28](=[O:34])[O:29][C:30]([CH3:33])([CH3:32])[CH3:31])[S:20]2)[C@H:16]1[O:36][CH2:37][CH:38]=[CH2:39])[CH:12]=[CH2:13].C(N(CC)CC)C. The catalyst is ClCCl. The product is [C:24]([C@H:23]1[O:22][C@H:21]2[C@H:17]([N:18]=[C:19]([N:27]([CH3:35])[C:28](=[O:34])[O:29][C:30]([CH3:31])([CH3:32])[CH3:33])[S:20]2)[C@@H:16]([O:36][CH2:37][CH:38]=[CH2:39])[C@@H:15]1[O:14][CH2:11][CH:12]=[CH2:13])(=[O:26])[CH3:25]. The yield is 0.730. (4) The reactants are [F:1][CH2:2][CH2:3][C@@H:4]1[C@@H:12]([O:13][CH2:14][CH:15]([CH3:17])[CH3:16])[C@H:11]([CH3:18])[O:10][C:9](=[O:19])[C@@H:8]([NH:20][C:21](=[O:31])[C:22]2[C:27]([OH:28])=[C:26]([O:29][CH3:30])[CH:25]=[CH:24][N:23]=2)[CH2:7][CH2:6][CH2:5]1.C([O-])([O-])=O.[K+].[K+].[C:38]([O:41][CH2:42]Br)(=[O:40])[CH3:39]. The catalyst is CC(C)=O. The product is [C:38]([O:41][CH2:42][O:28][C:27]1[C:22]([C:21](=[O:31])[NH:20][C@H:8]2[CH2:7][CH2:6][CH2:5][C@H:4]([CH2:3][CH2:2][F:1])[C@@H:12]([O:13][CH2:14][CH:15]([CH3:17])[CH3:16])[C@H:11]([CH3:18])[O:10][C:9]2=[O:19])=[N:23][CH:24]=[CH:25][C:26]=1[O:29][CH3:30])(=[O:40])[CH3:39]. The yield is 0.770. (5) The yield is 0.410. The product is [CH3:1][O:2][C:3]1[CH:4]=[C:5]([C:9]2[CH:17]=[CH:16][CH:15]=[C:14]3[C:10]=2[C:11](=[CH:34][C:21]2[NH:22][CH:23]=[C:24]([C:25]([N:27]4[CH2:28][CH2:29][N:30]([CH3:33])[CH2:31][CH2:32]4)=[O:26])[C:20]=2[CH3:19])[C:12](=[O:18])[NH:13]3)[CH:6]=[CH:7][CH:8]=1. The reactants are [CH3:1][O:2][C:3]1[CH:4]=[C:5]([C:9]2[CH:17]=[CH:16][CH:15]=[C:14]3[C:10]=2[CH2:11][C:12](=[O:18])[NH:13]3)[CH:6]=[CH:7][CH:8]=1.[CH3:19][C:20]1[C:24]([C:25]([N:27]2[CH2:32][CH2:31][N:30]([CH3:33])[CH2:29][CH2:28]2)=[O:26])=[CH:23][NH:22][C:21]=1[CH:34]=O. The catalyst is C(O)C.N1CCCCC1. (6) The reactants are C([O:3][C:4](=[O:18])[CH2:5][O:6][C:7]1[C:15]2[C:10](=[N:11][CH:12]=[CH:13][CH:14]=2)[S:9][C:8]=1[C:16]#[N:17])C.[N-:19]=[N+:20]=[N-:21].[Na+].Cl. The catalyst is O.[Cl-].[Zn+2].[Cl-]. The product is [N:19]1[NH:20][N:21]=[N:17][C:16]=1[C:8]1[S:9][C:10]2=[N:11][CH:12]=[CH:13][CH:14]=[C:15]2[C:7]=1[O:6][CH2:5][C:4]([OH:3])=[O:18]. The yield is 0.530. (7) The catalyst is O.CO. The reactants are C[N:2]([CH3:19])[CH:3]=[CH:4][C:5]([C:7]1[CH:8]=[C:9]([N:13]([CH2:17][CH3:18])[C:14](=[O:16])[CH3:15])[CH:10]=[CH:11][CH:12]=1)=O.N[C:21]1[C:25]([C:26]#[N:27])=C[NH:23][N:22]=1.Cl. The yield is 0.941. The product is [CH3:18][CH2:17][N:13]([C:14]([CH3:15])=[O:16])[C:9]1[CH:10]=[CH:11][CH:12]=[C:7]([C:5]2[N:23]3[N:22]=[CH:21][C:25]([C:26]#[N:27])=[C:19]3[N:2]=[CH:3][CH:4]=2)[CH:8]=1. (8) The reactants are [Cl:1][C:2]1[C:3]([S:19](=[O:22])(=[O:21])[NH2:20])=[N:4][CH:5]=[C:6]([C:10]=1[NH:11][C:12]1[CH:17]=[CH:16][CH:15]=[C:14]([Cl:18])[CH:13]=1)[C:7]([OH:9])=O.Cl.[F:24][C:25]1[CH:30]=[CH:29][C:28]([C:31]2([O:37][CH3:38])[CH2:36][CH2:35][NH:34][CH2:33][CH2:32]2)=[CH:27][CH:26]=1. The product is [Cl:1][C:2]1[C:3]([S:19]([NH2:20])(=[O:22])=[O:21])=[N:4][CH:5]=[C:6]([C:7]([N:34]2[CH2:33][CH2:32][C:31]([C:28]3[CH:27]=[CH:26][C:25]([F:24])=[CH:30][CH:29]=3)([O:37][CH3:38])[CH2:36][CH2:35]2)=[O:9])[C:10]=1[NH:11][C:12]1[CH:17]=[CH:16][CH:15]=[C:14]([Cl:18])[CH:13]=1. The yield is 0.410. No catalyst specified.